This data is from Forward reaction prediction with 1.9M reactions from USPTO patents (1976-2016). The task is: Predict the product of the given reaction. (1) Given the reactants [C:1]([O:5][C:6]([N:8]1[CH2:13][CH2:12][N:11]([C:14]2[CH:22]=[CH:21][CH:20]=[C:19]3[C:15]=2[C:16](Br)=[CH:17][N:18]3[CH2:23][C:24]2[CH:29]=[CH:28][CH:27]=[C:26]([F:30])[CH:25]=2)[CH2:10][CH2:9]1)=[O:7])([CH3:4])([CH3:3])[CH3:2].P(=O)(O)(O)O.[OH-].[Na+].CCOCC, predict the reaction product. The product is: [C:1]([O:5][C:6]([N:8]1[CH2:9][CH2:10][N:11]([C:14]2[CH:22]=[CH:21][CH:20]=[C:19]3[C:15]=2[CH2:16][CH2:17][N:18]3[CH2:23][C:24]2[CH:29]=[CH:28][CH:27]=[C:26]([F:30])[CH:25]=2)[CH2:12][CH2:13]1)=[O:7])([CH3:4])([CH3:2])[CH3:3]. (2) Given the reactants [F:1][C:2]1[CH:3]=[C:4]([C:10]2[N:11]=[CH:12][C:13]3[C:18]4([CH2:20][CH2:19]4)[CH2:17][NH:16][C:14]=3[N:15]=2)[CH:5]=[CH:6][C:7]=1[O:8][CH3:9].[F-].[Cs+].[O:23]1[CH2:28][CH2:27][O:26][CH2:25][CH2:24]1, predict the reaction product. The product is: [F:1][C:2]1[CH:3]=[C:4]([C:10]2[N:11]=[CH:12][C:13]3[C:18]4([CH2:19][CH2:20]4)[CH2:17][N:16]([C:2]4[CH:3]=[C:25]([CH:24]=[CH:6][CH:7]=4)[O:26][CH2:27][C:28]([N:11]([CH3:12])[CH3:10])=[O:23])[C:14]=3[N:15]=2)[CH:5]=[CH:6][C:7]=1[O:8][CH3:9]. (3) Given the reactants Cl[C:2]1[C:7]([C:8](=[O:12])[CH:9]=[CH:10][CH3:11])=[CH:6][CH:5]=[CH:4][N:3]=1.ClC1C(C(=O)CC=C)=CC=CN=1.[CH3:25][O:26][C:27]1[CH:34]=[CH:33][C:30]([CH2:31][NH2:32])=[CH:29][CH:28]=1, predict the reaction product. The product is: [CH3:25][O:26][C:27]1[CH:34]=[CH:33][C:30]([CH2:31][N:32]2[C:2]3[C:7](=[CH:6][CH:5]=[CH:4][N:3]=3)[C:8](=[O:12])[CH2:9][CH:10]2[CH3:11])=[CH:29][CH:28]=1. (4) Given the reactants [CH3:1][O:2][C:3]1[CH:4]=[C:5]2[C:9](=[CH:10][CH:11]=1)[NH:8][CH:7]=[CH:6]2.I[C:13]1[CH:14]=[C:15]([CH3:20])[CH:16]=[C:17]([CH3:19])[CH:18]=1.[O-]P([O-])([O-])=O.[K+].[K+].[K+].[C@@H]1(N)CCCC[C@H]1N, predict the reaction product. The product is: [CH3:20][C:15]1[CH:14]=[C:13]([N:8]2[C:9]3[C:5](=[CH:4][C:3]([O:2][CH3:1])=[CH:11][CH:10]=3)[CH:6]=[CH:7]2)[CH:18]=[C:17]([CH3:19])[CH:16]=1. (5) The product is: [F:1][C:2]1[CH:7]=[CH:6][C:5]([C:8]2[S:12][C:11]3[CH:13]=[C:14]([O:17][CH3:18])[CH:15]=[CH:16][C:10]=3[C:9]=2[O:19][C:20]2[CH:21]=[CH:22][C:23](/[CH:26]=[CH:27]/[C:70]3[O:71][C:37](=[O:41])[NH:35][N:68]=3)=[CH:24][CH:25]=2)=[C:4]([CH3:31])[CH:3]=1. Given the reactants [F:1][C:2]1[CH:7]=[CH:6][C:5]([C:8]2[S:12][C:11]3[CH:13]=[C:14]([O:17][CH3:18])[CH:15]=[CH:16][C:10]=3[C:9]=2[O:19][C:20]2[CH:25]=[CH:24][C:23](/[CH:26]=[CH:27]/C(O)=O)=[CH:22][CH:21]=2)=[C:4]([CH3:31])[CH:3]=1.NN.C[N:35]([C:37]([O:41]N1N=NC2C=CC=NC1=2)=[N+](C)C)C.F[P-](F)(F)(F)(F)F.CCN(C(C)C)C(C)C.C[N:68]([CH:70]=[O:71])C, predict the reaction product. (6) Given the reactants [CH3:1][C:2]1[CH:3]=[CH:4][C:5]2[N:10]=[N:9][N:8]([CH2:11][CH2:12][CH:13]([S:18][C:19]3[CH:24]=[CH:23][C:22]([NH:25][C:26]([C:28]4[CH:33]=[CH:32][C:31]([CH3:34])=[CH:30][CH:29]=4)=[O:27])=[CH:21][CH:20]=3)[C:14]([O:16]C)=[O:15])[C:7](=[O:35])[C:6]=2[CH:36]=1.CO.[OH-].[Li+].S(=O)(O)[O-].[Na+], predict the reaction product. The product is: [CH3:1][C:2]1[CH:3]=[CH:4][C:5]2[N:10]=[N:9][N:8]([CH2:11][CH2:12][CH:13]([S:18][C:19]3[CH:24]=[CH:23][C:22]([NH:25][C:26]([C:28]4[CH:29]=[CH:30][C:31]([CH3:34])=[CH:32][CH:33]=4)=[O:27])=[CH:21][CH:20]=3)[C:14]([OH:16])=[O:15])[C:7](=[O:35])[C:6]=2[CH:36]=1. (7) Given the reactants [NH:1]1[C:9]2[C:4](=[CH:5][CH:6]=[CH:7][CH:8]=2)[C:3]2([C:13]3=[CH:14][C:15]4[O:19][CH2:18][O:17][C:16]=4[CH:20]=[C:12]3[O:11][CH2:10]2)[C:2]1=[O:21].CC1(C)COC2=CC3OCC4(C=3C=C12)C1C(=CC=CC=1)NC4=O.Br[CH2:46][C:47]1[CH:52]=[CH:51][CH:50]=[CH:49][C:48]=1[O:53][C:54]([F:57])([F:56])[F:55].BrCC1OC(C(F)(F)F)=CC=1, predict the reaction product. The product is: [F:55][C:54]([F:56])([F:57])[O:53][C:48]1[CH:49]=[CH:50][CH:51]=[CH:52][C:47]=1[CH2:46][N:1]1[C:9]2[C:4](=[CH:5][CH:6]=[CH:7][CH:8]=2)[C:3]2([C:13]3=[CH:14][C:15]4[O:19][CH2:18][O:17][C:16]=4[CH:20]=[C:12]3[O:11][CH2:10]2)[C:2]1=[O:21].